From a dataset of Tox21: 12 toxicity assays (nuclear receptors and stress response pathways). Binary classification across 12 toxicity assays. (1) The molecule is COc1ccc2nc(NC(=O)Nc3ccccc3)sc2c1. It tested positive (active) for: NR-AR (Androgen Receptor agonist activity), NR-AhR (Aryl hydrocarbon Receptor agonist activity), SR-ATAD5 (ATAD5 genotoxicity (DNA damage)), and SR-MMP (Mitochondrial Membrane Potential disruption). (2) The drug is CC(=O)OCC(=O)[C@@]1(O)CC[C@H]2[C@@H]3C[C@H](C)C4=CC(=O)C=C[C@]4(C)[C@H]3[C@@H](O)C[C@@]21C. It tested positive (active) for: NR-AR (Androgen Receptor agonist activity), NR-AR-LBD (Androgen Receptor Ligand Binding Domain agonist), and NR-ER (Estrogen Receptor agonist activity). (3) The compound is CCCCCCC[N+](CC)(CC)CCCCc1ccc(Cl)cc1. It tested positive (active) for: NR-Aromatase (Aromatase enzyme inhibition). (4) The molecule is O=C(O)c1cccnc1Nc1cccc(C(F)(F)F)c1. It tested positive (active) for: SR-MMP (Mitochondrial Membrane Potential disruption). (5) The drug is Fc1ccccc1[C@@H](F)CO[C@H]1CC[C@H](Nc2[nH]cnc3nncc2-3)CC1. It tested positive (active) for: SR-MMP (Mitochondrial Membrane Potential disruption). (6) The compound is [O-][n+]1ccccc1S[Zn]Sc1cccc[n+]1[O-]. It tested positive (active) for: NR-AR-LBD (Androgen Receptor Ligand Binding Domain agonist), NR-ER-LBD (Estrogen Receptor Ligand Binding Domain agonist), NR-PPAR-gamma (PPAR-gamma nuclear receptor agonist), SR-ATAD5 (ATAD5 genotoxicity (DNA damage)), SR-HSE (Heat Shock Element response), SR-MMP (Mitochondrial Membrane Potential disruption), and SR-p53 (p53 tumor suppressor activation).